Task: Predict the reaction yield, written as a fraction of the theoretical maximum amount of product (1.0 means a 100% yield; for example, 0.34 means a 34% yield).. Dataset: Reaction yield outcomes from USPTO patents with 853,638 reactions (1) The reactants are FC(F)(F)C(O)=O.[Cl:8][C:9]1[CH:10]=[C:11]([C:40]([F:43])([F:42])[F:41])[C:12]2[N:13]([N:16]=[C:17]([CH2:19][CH2:20][C:21]3[N:25](CC4C=CC(OC)=CC=4)[N:24]=[C:23]([N:35]4[CH2:39][CH2:38][CH2:37][CH2:36]4)[N:22]=3)[N:18]=2)[C:14]=1[CH3:15]. No catalyst specified. The product is [Cl:8][C:9]1[CH:10]=[C:11]([C:40]([F:42])([F:41])[F:43])[C:12]2[N:13]([N:16]=[C:17]([CH2:19][CH2:20][C:21]3[NH:25][N:24]=[C:23]([N:35]4[CH2:36][CH2:37][CH2:38][CH2:39]4)[N:22]=3)[N:18]=2)[C:14]=1[CH3:15]. The yield is 0.405. (2) The reactants are [Cl-].O[NH3+:3].[C:4](=[O:7])([O-])[OH:5].[Na+].CS(C)=O.[CH2:13]([C:17]1[N:18]=[C:19]([CH3:51])[N:20]([CH2:39][C:40]2[S:44][C:43]([C:45]3[CH:50]=[CH:49][CH:48]=[CH:47][CH:46]=3)=[N:42][CH:41]=2)[C:21](=[O:38])[C:22]=1[CH2:23][C:24]1[CH:29]=[CH:28][C:27]([C:30]2[C:31]([C:36]#[N:37])=[CH:32][CH:33]=[CH:34][CH:35]=2)=[CH:26][CH:25]=1)[CH2:14][CH2:15][CH3:16]. The catalyst is C(OCC)(=O)C. The product is [CH2:13]([C:17]1[N:18]=[C:19]([CH3:51])[N:20]([CH2:39][C:40]2[S:44][C:43]([C:45]3[CH:50]=[CH:49][CH:48]=[CH:47][CH:46]=3)=[N:42][CH:41]=2)[C:21](=[O:38])[C:22]=1[CH2:23][C:24]1[CH:25]=[CH:26][C:27]([C:30]2[CH:35]=[CH:34][CH:33]=[CH:32][C:31]=2[C:36]2[NH:3][C:4](=[O:7])[O:5][N:37]=2)=[CH:28][CH:29]=1)[CH2:14][CH2:15][CH3:16]. The yield is 0.580.